This data is from Forward reaction prediction with 1.9M reactions from USPTO patents (1976-2016). The task is: Predict the product of the given reaction. (1) Given the reactants [C:1](N1C=CC=CC1=O)(N1C=CC=CC1=O)=S.[NH2:17][C:18]1[CH:23]=[CH:22][C:21]([C:24]2[C:32]3[C:27](=[N:28][CH:29]=[N:30][C:31]=3[NH2:33])[N:26]([C@H:34]3[CH2:39][CH2:38][C@@H:37]([N:40]4[CH2:45][CH2:44][N:43]([CH3:46])[CH2:42][CH2:41]4)[CH2:36][CH2:35]3)[N:25]=2)=[CH:20][CH:19]=1.[NH2:47][C:48]1[C:53]([OH:54])=[CH:52][CH:51]=[CH:50][C:49]=1[CH3:55].C1(N=C=NC2CCCCC2)CCCCC1, predict the reaction product. The product is: [NH2:33][C:31]1[N:30]=[CH:29][N:28]=[C:27]2[N:26]([C@H:34]3[CH2:39][CH2:38][C@@H:37]([N:40]4[CH2:41][CH2:42][N:43]([CH3:46])[CH2:44][CH2:45]4)[CH2:36][CH2:35]3)[N:25]=[C:24]([C:21]3[CH:20]=[CH:19][C:18]([NH:17][C:1]4[O:54][C:53]5[CH:52]=[CH:51][CH:50]=[C:49]([CH3:55])[C:48]=5[N:47]=4)=[CH:23][CH:22]=3)[C:32]=12. (2) Given the reactants [N+:1]([C:4]1[CH:14]=[CH:13][C:7]2[CH2:8][CH2:9][NH:10][CH2:11][CH2:12][C:6]=2[CH:5]=1)([O-:3])=[O:2].CCN(C(C)C)C(C)C.[C:24](O[C:24]([C:26]([F:29])([F:28])[F:27])=[O:25])([C:26]([F:29])([F:28])[F:27])=[O:25], predict the reaction product. The product is: [F:27][C:26]([F:29])([F:28])[C:24]([N:10]1[CH2:11][CH2:12][C:6]2[CH:5]=[C:4]([N+:1]([O-:3])=[O:2])[CH:14]=[CH:13][C:7]=2[CH2:8][CH2:9]1)=[O:25]. (3) The product is: [CH3:1][C:2]1[CH:11]=[C:10]([CH2:25][OH:26])[C:9]2[C:4](=[CH:5][CH:6]=[C:7]([CH3:12])[CH:8]=2)[N:3]=1. Given the reactants [CH3:1][C:2]1[CH:11]=[CH:10][C:9]2[C:4](=[CH:5][CH:6]=[C:7]([CH3:12])[CH:8]=2)[N:3]=1.[NH4+].[NH4+].[O-]S(OOS([O-])(=O)=O)(=O)=O.[CH3:25][OH:26].S(=O)(=O)(O)O, predict the reaction product. (4) Given the reactants [Br:1][C:2]1[C:3](=[O:19])[N:4]([CH:9]2[CH2:14][C:13]([CH3:16])([CH3:15])[CH2:12][C:11]([CH3:18])([CH3:17])[CH2:10]2)[N:5]=[CH:6][C:7]=1Br.[CH3:20][N:21]([CH3:25])[CH2:22][CH2:23][NH2:24], predict the reaction product. The product is: [Br:1][C:2]1[C:3](=[O:19])[N:4]([CH:9]2[CH2:14][C:13]([CH3:16])([CH3:15])[CH2:12][C:11]([CH3:18])([CH3:17])[CH2:10]2)[N:5]=[CH:6][C:7]=1[NH:24][CH2:23][CH2:22][N:21]([CH3:25])[CH3:20]. (5) Given the reactants [Br:1][C:2]1[N:7]=[C:6]([CH2:8]O)[CH:5]=[CH:4][CH:3]=1.C1(P(C2C=CC=CC=2)C2C=CC=CC=2)C=CC=CC=1.[C:29]1(=[O:39])[NH:33][C:32](=[O:34])[C:31]2=[CH:35][CH:36]=[CH:37][CH:38]=[C:30]12.CCOC(/N=N/C(OCC)=O)=O, predict the reaction product. The product is: [Br:1][C:2]1[N:7]=[C:6]([CH2:8][N:33]2[C:29](=[O:39])[C:30]3[C:31](=[CH:35][CH:36]=[CH:37][CH:38]=3)[C:32]2=[O:34])[CH:5]=[CH:4][CH:3]=1. (6) Given the reactants [NH:1]1[CH:5]=[CH:4][C:3]([N:6]2C(=O)C3C(=CC=CC=3)C2=O)=[N:2]1.[H-].[Na+].[CH2:19](Br)[C:20]1[CH:25]=[CH:24][CH:23]=[CH:22][CH:21]=1, predict the reaction product. The product is: [CH2:19]([N:1]1[CH:5]=[CH:4][C:3]([NH2:6])=[N:2]1)[C:20]1[CH:25]=[CH:24][CH:23]=[CH:22][CH:21]=1. (7) Given the reactants C1(C=[CH:7][C:5]([OH:6])=CC=1)O.[C:9]([O-:22])(=[O:21])[CH2:10][CH2:11]CCCCCCCCC.[C:9]([O-:22])(=[O:21])[CH2:10][CH2:11]CCCCCCCCC.C([Sn+2]CCCC)CCC.[N-:46]=[C:47]=[O:48], predict the reaction product. The product is: [C:9]([OH:22])(=[O:21])[CH:10]=[CH2:11].[NH2:46][C:47]([O:6][CH2:5][CH3:7])=[O:48]. (8) Given the reactants [CH3:1][C:2]1[CH:7]=[CH:6][N:5]=[C:4]([C:8](=O)[CH3:9])[CH:3]=1.[C:11]([O:15][C:16](=[O:23])[NH:17][CH2:18][CH2:19][CH2:20][CH2:21][NH2:22])([CH3:14])([CH3:13])[CH3:12].[BH-](OC(C)=O)(OC(C)=O)OC(C)=O.[Na+], predict the reaction product. The product is: [C:11]([O:15][C:16](=[O:23])[NH:17][CH2:18][CH2:19][CH2:20][CH2:21][NH:22][CH:8]([C:4]1[CH:3]=[C:2]([CH3:1])[CH:7]=[CH:6][N:5]=1)[CH3:9])([CH3:14])([CH3:12])[CH3:13].